This data is from Forward reaction prediction with 1.9M reactions from USPTO patents (1976-2016). The task is: Predict the product of the given reaction. (1) Given the reactants C[O:2][C:3](=[O:41])[CH2:4][C:5]1[C:14]([CH3:15])=[C:13]([C:16]2[CH:21]=[CH:20][C:19]([NH:22][S:23]([C:26]3[CH:31]=[C:30]([C:32]([F:35])([F:34])[F:33])[CH:29]=[C:28]([C:36]([F:39])([F:38])[F:37])[CH:27]=3)(=[O:25])=[O:24])=[CH:18][CH:17]=2)[C:12]2[C:7](=[CH:8][CH:9]=[C:10]([F:40])[CH:11]=2)[CH:6]=1.[OH-].[Na+], predict the reaction product. The product is: [F:35][C:32]([F:33])([F:34])[C:30]1[CH:31]=[C:26]([S:23]([NH:22][C:19]2[CH:18]=[CH:17][C:16]([C:13]3[C:12]4[C:7](=[CH:8][CH:9]=[C:10]([F:40])[CH:11]=4)[CH:6]=[C:5]([CH2:4][C:3]([OH:41])=[O:2])[C:14]=3[CH3:15])=[CH:21][CH:20]=2)(=[O:25])=[O:24])[CH:27]=[C:28]([C:36]([F:38])([F:39])[F:37])[CH:29]=1. (2) Given the reactants Br[C:2]1[C:3]([C:20]2[S:21][C:22]([Cl:25])=[CH:23][CH:24]=2)=[N:4][C:5]([NH:8][CH2:9][CH2:10][N:11]2[C:15]([CH3:17])([CH3:16])[C:14](=[O:18])[NH:13][C:12]2=[O:19])=[N:6][CH:7]=1.[C:26]([NH:29][C:30]1[CH:31]=[C:32](B(O)O)[CH:33]=[CH:34][CH:35]=1)(=[O:28])[CH3:27], predict the reaction product. The product is: [Cl:25][C:22]1[S:21][C:20]([C:3]2[C:2]([C:34]3[CH:35]=[C:30]([NH:29][C:26](=[O:28])[CH3:27])[CH:31]=[CH:32][CH:33]=3)=[CH:7][N:6]=[C:5]([NH:8][CH2:9][CH2:10][N:11]3[C:15]([CH3:17])([CH3:16])[C:14](=[O:18])[NH:13][C:12]3=[O:19])[N:4]=2)=[CH:24][CH:23]=1. (3) Given the reactants [Cl:1][C:2]1[CH:17]=[CH:16][C:5]2[O:6][C:7]3[CH:15]=[CH:14][CH:13]=[CH:12][C:8]=3[C:9](=O)[NH:10][C:4]=2[CH:3]=1.COC1C=CC(P2(=S)SP(=S)([C:30]3[CH:35]=CC(OC)=CC=3)S2)=CC=1.CI.[NH:42]1[CH2:47]C[NH:45][CH2:44][CH2:43]1, predict the reaction product. The product is: [Cl:1][C:2]1[CH:17]=[CH:16][C:5]2[O:6][C:7]3[CH:15]=[CH:14][CH:13]=[CH:12][C:8]=3[C:9]([N:45]3[CH2:30][CH2:35][N:42]([CH3:47])[CH2:43][CH2:44]3)=[N:10][C:4]=2[CH:3]=1. (4) Given the reactants [CH3:1][O:2][C:3]1[N:8]=[C:7]([CH2:9][C:10]([O:12]C(C)(C)C)=[O:11])[C:6]([N+:17]([O-:19])=[O:18])=[CH:5][C:4]=1[CH3:20], predict the reaction product. The product is: [CH3:1][O:2][C:3]1[N:8]=[C:7]([CH2:9][C:10]([OH:12])=[O:11])[C:6]([N+:17]([O-:19])=[O:18])=[CH:5][C:4]=1[CH3:20]. (5) Given the reactants [O:1]1[CH2:6][CH2:5][CH:4]([CH:7]=[O:8])[CH2:3][CH2:2]1.[C:9](#[N:12])[CH:10]=[CH2:11].[OH-].C([N+](C)(C)C)C1C=CC=CC=1.Cl, predict the reaction product. The product is: [CH:7]([C:4]1([CH2:11][CH2:10][C:9]#[N:12])[CH2:5][CH2:6][O:1][CH2:2][CH2:3]1)=[O:8]. (6) Given the reactants [CH3:1][C:2]([S@:5]([NH2:7])=[O:6])([CH3:4])[CH3:3].[Br:8][C:9]1[C:10]([CH3:18])=[C:11]([C:15](=O)[CH3:16])[CH:12]=[CH:13][CH:14]=1, predict the reaction product. The product is: [Br:8][C:9]1[C:10]([CH3:18])=[C:11](/[C:15](=[N:7]/[S@@:5]([C:2]([CH3:4])([CH3:3])[CH3:1])=[O:6])/[CH3:16])[CH:12]=[CH:13][CH:14]=1. (7) Given the reactants [CH2:1]([N:3]([CH2:6][CH3:7])[CH2:4][CH3:5])[CH3:2].C(=S)=S.[S:11](Cl)([C:14]1[CH:20]=[CH:19][C:17]([CH3:18])=[CH:16][CH:15]=1)(=[O:13])=[O:12].Cl.C1C[O:26]CC1, predict the reaction product. The product is: [S:11]([C:14]1[CH:20]=[CH:19][C:17]([CH3:18])=[CH:16][CH:15]=1)([O-:26])(=[O:13])=[O:12].[CH2:1]([NH+:3]([CH2:6][CH3:7])[CH2:4][CH3:5])[CH3:2]. (8) The product is: [Cl:19][C:20]1[CH:25]=[CH:24][C:23]([S:26]([NH:1][C:2]2[CH:7]=[C:6]([Cl:8])[CH:5]=[CH:4][C:3]=2[S:9][CH2:10][CH2:11][C:12](=[O:13])[N:14]2[CH2:15][CH2:16][CH2:17][CH2:18]2)(=[O:27])=[O:28])=[CH:22][C:21]=1[C:30]([F:33])([F:31])[F:32]. Given the reactants [NH2:1][C:2]1[CH:7]=[C:6]([Cl:8])[CH:5]=[CH:4][C:3]=1[S:9][CH2:10][CH2:11][C:12]([N:14]1[CH2:18][CH2:17][CH2:16][CH2:15]1)=[O:13].[Cl:19][C:20]1[CH:25]=[CH:24][C:23]([S:26](Cl)(=[O:28])=[O:27])=[CH:22][C:21]=1[C:30]([F:33])([F:32])[F:31], predict the reaction product. (9) Given the reactants C[O:2][C:3]([C:5]1([CH:12]=[N:13][O:14][CH2:15][C:16]2[CH:21]=[CH:20][CH:19]=[CH:18][CH:17]=2)[CH2:11][CH2:10][CH2:9][CH2:8][CH2:7][CH2:6]1)=[O:4].O.[OH-].[Li+], predict the reaction product. The product is: [CH2:15]([O:14][N:13]=[CH:12][C:5]1([C:3]([OH:4])=[O:2])[CH2:11][CH2:10][CH2:9][CH2:8][CH2:7][CH2:6]1)[C:16]1[CH:21]=[CH:20][CH:19]=[CH:18][CH:17]=1. (10) Given the reactants Cl.[CH3:2][O:3][C:4]([CH:6]1[CH2:10][CH:9]([OH:11])[CH2:8][NH:7]1)=[O:5].Cl[C:13]1[CH:18]=[CH:17][CH:16]=[CH:15][C:14]=1[N+:19]([O-:21])=[O:20].Cl, predict the reaction product. The product is: [CH3:2][O:3][C:4]([C@@H:6]1[CH2:10][C@H:9]([OH:11])[CH2:8][N:7]1[C:13]1[CH:18]=[CH:17][CH:16]=[CH:15][C:14]=1[N+:19]([O-:21])=[O:20])=[O:5].